Dataset: Forward reaction prediction with 1.9M reactions from USPTO patents (1976-2016). Task: Predict the product of the given reaction. (1) Given the reactants [CH3:1][C:2]1([CH3:14])[O:6][C:5](=[O:7])[NH:4][C@H:3]1[C:8]1[CH:13]=[CH:12][CH:11]=[CH:10][CH:9]=1.I[C:16]1[CH:25]=[CH:24][C:19]([C:20]([O:22][CH3:23])=[O:21])=[CH:18][CH:17]=1.P([O-])([O-])([O-])=O.[K+].[K+].[K+].CNCCNC, predict the reaction product. The product is: [CH3:1][C:2]1([CH3:14])[O:6][C:5](=[O:7])[N:4]([C:16]2[CH:25]=[CH:24][C:19]([C:20]([O:22][CH3:23])=[O:21])=[CH:18][CH:17]=2)[C@H:3]1[C:8]1[CH:9]=[CH:10][CH:11]=[CH:12][CH:13]=1. (2) Given the reactants Cl[C:2]1[C:28]([CH3:29])=[CH:27][C:5]2[N:6]=[C:7]3[C:12]([N:13]([CH2:14][CH2:15][N:16]4[CH2:21][CH2:20][CH:19]([C:22]([OH:24])=[O:23])[CH2:18][CH2:17]4)[C:4]=2[CH:3]=1)=[N:11][C:10](=[O:25])[NH:9][C:8]3=[O:26].[NH2:30][CH2:31][CH2:32][C:33]([O:35][C:36]([CH3:39])([CH3:38])[CH3:37])=[O:34], predict the reaction product. The product is: [C:36]([O:35][C:33]([CH2:32][CH2:31][NH:30][C:2]1[C:28]([CH3:29])=[CH:27][C:5]2[N:6]=[C:7]3[C:12]([N:13]([CH2:14][CH2:15][N:16]4[CH2:21][CH2:20][CH:19]([C:22]([OH:24])=[O:23])[CH2:18][CH2:17]4)[C:4]=2[CH:3]=1)=[N:11][C:10](=[O:25])[NH:9][C:8]3=[O:26])=[O:34])([CH3:39])([CH3:38])[CH3:37]. (3) Given the reactants [C:1]([C:3]1[CH:8]=[CH:7][C:6](B(O)O)=[CH:5][CH:4]=1)#[N:2].Br[C:13]1[CH:18]=[CH:17][C:16]([OH:19])=[C:15]([Cl:20])[CH:14]=1, predict the reaction product. The product is: [Cl:20][C:15]1[CH:14]=[C:13]([C:6]2[CH:7]=[CH:8][C:3]([C:1]#[N:2])=[CH:4][CH:5]=2)[CH:18]=[CH:17][C:16]=1[OH:19]. (4) Given the reactants [NH2:1][C:2]1[N:3]([CH2:24]C2CCCCC2)[C:4](=[O:23])[C:5]2([C:15]3[C:10](=[CH:11][CH:12]=[C:13](Br)[CH:14]=3)[O:9][CH:8]([C:17]3[CH:22]=[CH:21][CH:20]=[CH:19][CH:18]=3)[CH2:7]2)[N:6]=1.CC1(C)C(C)(C)OB([C:39]2[CH:40]=[N:41][CH:42]=[C:43]([CH:46]=2)[C:44]#[N:45])O1, predict the reaction product. The product is: [NH2:1][C:2]1[N:3]([CH3:24])[C:4](=[O:23])[C:5]2([C:15]3[C:10](=[CH:11][CH:12]=[C:13]([C:39]4[CH:40]=[N:41][CH:42]=[C:43]([CH:46]=4)[C:44]#[N:45])[CH:14]=3)[O:9][CH:8]([C:17]3[CH:18]=[CH:19][CH:20]=[CH:21][CH:22]=3)[CH2:7]2)[N:6]=1.